From a dataset of Full USPTO retrosynthesis dataset with 1.9M reactions from patents (1976-2016). Predict the reactants needed to synthesize the given product. (1) Given the product [N:20]1[C:21]([NH2:25])=[C:22]2[C:17]([NH:16][CH:24]=[N:23]2)=[N:18][CH:19]=1, predict the reactants needed to synthesize it. The reactants are: C(NC[C@@H]1[C@H]2OC(C)(C)O[C@H]2[C@H]([N:16]2[CH:24]=[N:23][C:22]3[C:17]2=[N:18][CH:19]=[N:20][C:21]=3[NH2:25])O1)(C)C.C(C1C=CC2NC(CCC3CC(=O)C3)=NC=2C=1)(C)(C)C. (2) Given the product [C:27]([O:26][C:24]([C:23]1[CH:31]=[CH:32][C:20]([C:19]2[C:9]([C:10]([O:12][CH2:13][CH3:14])=[O:11])=[N:8][N:7]([C:1]3[CH:2]=[CH:3][CH:4]=[CH:5][CH:6]=3)[C:18]=2[CH3:45])=[C:21]([C:33]([N:35]2[CH2:44][CH2:43][C:42]3[C:37](=[CH:38][CH:39]=[CH:40][CH:41]=3)[CH2:36]2)=[O:34])[CH:22]=1)=[O:25])([CH3:28])([CH3:29])[CH3:30], predict the reactants needed to synthesize it. The reactants are: [C:1]1([NH:7]/[N:8]=[CH:9]/[C:10]([O:12][CH2:13][CH3:14])=[O:11])[CH:6]=[CH:5][CH:4]=[CH:3][CH:2]=1.[N+]([C:18]([CH3:45])=[CH:19][C:20]1[CH:32]=[CH:31][C:23]([C:24]([O:26][C:27]([CH3:30])([CH3:29])[CH3:28])=[O:25])=[CH:22][C:21]=1[C:33]([N:35]1[CH2:44][CH2:43][C:42]2[C:37](=[CH:38][CH:39]=[CH:40][CH:41]=2)[CH2:36]1)=[O:34])([O-])=O. (3) Given the product [CH3:14][NH:15][C:16]([C:18]1[N:22]2[CH2:23][CH2:24][N:25]([C:11]([C:9]3[CH:10]=[C:5]4[N:4]=[CH:3][C:2]([Br:1])=[CH:7][N:6]4[N:8]=3)=[O:13])[CH:26]([CH3:27])[C:21]2=[CH:20][CH:19]=1)=[O:17], predict the reactants needed to synthesize it. The reactants are: [Br:1][C:2]1[CH:3]=[N:4][C:5]2[N:6]([N:8]=[C:9]([C:11]([OH:13])=O)[CH:10]=2)[CH:7]=1.[CH3:14][NH:15][C:16]([C:18]1[N:22]2[CH2:23][CH2:24][NH:25][CH:26]([CH3:27])[C:21]2=[CH:20][CH:19]=1)=[O:17]. (4) Given the product [F:21][C:22]([F:27])([F:26])[C:23]([OH:25])=[O:24].[CH3:1][N:2]1[C:8]2[CH:9]=[CH:10][CH:11]=[CH:12][C:7]=2[CH2:6][NH:5][CH2:4][C:3]1=[O:20], predict the reactants needed to synthesize it. The reactants are: [CH3:1][N:2]1[C:8]2[CH:9]=[CH:10][CH:11]=[CH:12][C:7]=2[CH2:6][N:5](C(OC(C)(C)C)=O)[CH2:4][C:3]1=[O:20].[F:21][C:22]([F:27])([F:26])[C:23]([OH:25])=[O:24]. (5) The reactants are: F[C:2]1[C:7]([C:8]2[N:16]=[C:15]([CH3:17])[N:14]=[C:13]3[C:9]=2[N:10]=[CH:11][N:12]3[CH:18]2[CH2:23][CH2:22][CH2:21][CH2:20][O:19]2)=[CH:6][CH:5]=[CH:4][N:3]=1.[CH3:24][O:25][C:26]1[CH:27]=[C:28]([NH2:32])[CH:29]=[N:30][CH:31]=1.C[Si](N[Si](C)(C)C)(C)C.[Li].CO. Given the product [CH3:24][O:25][C:26]1[CH:27]=[C:28]([NH:32][C:2]2[C:7]([C:8]3[N:16]=[C:15]([CH3:17])[N:14]=[C:13]4[C:9]=3[N:10]=[CH:11][N:12]4[CH:18]3[CH2:23][CH2:22][CH2:21][CH2:20][O:19]3)=[CH:6][CH:5]=[CH:4][N:3]=2)[CH:29]=[N:30][CH:31]=1, predict the reactants needed to synthesize it. (6) The reactants are: FC(F)(F)C1[N:8]2N=CC=[C:7]2[N:6]=[C:5]([C:12]2[CH:17]=[CH:16]C(C(F)(F)F)=[CH:14][CH:13]=2)C=1.[OH-].[Na+]. Given the product [C:17]([C:12]1[CH:13]=[CH:14][C:7]([NH2:8])=[N:6][CH:5]=1)#[CH:16], predict the reactants needed to synthesize it. (7) Given the product [Cl:1][C:2]1[CH:8]=[C:7]([O:9][C:10]2[C:19]3[C:14](=[CH:15][C:16]([O:22][CH3:23])=[C:17]([O:20][CH3:21])[CH:18]=3)[N:13]=[CH:12][N:11]=2)[CH:6]=[CH:5][C:3]=1[NH:4][C:42](=[O:48])[O:41][CH2:39][CH2:59][CH2:58][S:57][C:54]1[CH:55]=[CH:56][C:51]([CH3:50])=[CH:52][CH:53]=1, predict the reactants needed to synthesize it. The reactants are: [Cl:1][C:2]1[CH:8]=[C:7]([O:9][C:10]2[C:19]3[C:14](=[CH:15][C:16]([O:22][CH3:23])=[C:17]([O:20][CH3:21])[CH:18]=3)[N:13]=[CH:12][N:11]=2)[CH:6]=[CH:5][C:3]=1[NH2:4].C1(C)C=CC=CC=1.C(N(CC)CC)C.Cl[C:39](Cl)([O:41][C:42](=[O:48])OC(Cl)(Cl)Cl)Cl.[CH3:50][C:51]1[CH:56]=[CH:55][C:54]([S:57][CH2:58][CH2:59]CO)=[CH:53][CH:52]=1.